This data is from Experimentally validated miRNA-target interactions with 360,000+ pairs, plus equal number of negative samples. The task is: Binary Classification. Given a miRNA mature sequence and a target amino acid sequence, predict their likelihood of interaction. The miRNA is hsa-miR-506-5p with sequence UAUUCAGGAAGGUGUUACUUAA. The protein sequence of the target gene is MSGAPPSYSFVALPPRAKDGLVVFGKNSARPRDEVQEVVYFPAVDHDAESKVECTYISIDQVPRTHAIVISRPAWLWGAEMGANEHGVCIANEAINAREPAAETEALLGMDLVRLGLERGTTAKEALDIIVSLLDEHGQGGNYYEDAHSCHSFQSAYLLVDRDEAWVLETVGKYWAAERITEGVRCICNHLSLATKLDEEHPELRTYAQSQGWWTGDDEFNFAQVFSPADDRLDCCAGQDSLEKQEESITVQTMINILRDKASGVCIDSESFLTTASIVSVLPQNRSSPCIHYFTGTPDP.... Result: 0 (no interaction).